This data is from Forward reaction prediction with 1.9M reactions from USPTO patents (1976-2016). The task is: Predict the product of the given reaction. (1) Given the reactants [O:1]1[CH2:6][CH2:5][CH:4]([CH2:7][C:8]([OH:10])=O)[CH2:3][CH2:2]1.CN(C)C=O.C(Cl)(=O)C([Cl:19])=O, predict the reaction product. The product is: [O:1]1[CH2:6][CH2:5][CH:4]([CH2:7][C:8]([Cl:19])=[O:10])[CH2:3][CH2:2]1. (2) Given the reactants [CH2:1]([OH:4])[C:2]#[CH:3].Br[C:6]#[C:7][C:8]1[CH:32]=[CH:31][C:11]([C:12]([NH:14][C@@H:15]([C:20]([NH:23]C(OC(C)(C)C)=O)([CH3:22])[CH3:21])[C:16]([O:18]C)=O)=[O:13])=[CH:10][CH:9]=1.C(O)(C(F)(F)F)=O.[NH2:40][OH:41], predict the reaction product. The product is: [NH2:23][C:20]([CH3:21])([CH3:22])[C@H:15]([NH:14][C:12](=[O:13])[C:11]1[CH:10]=[CH:9][C:8]([C:7]#[C:6][C:3]#[C:2][CH2:1][OH:4])=[CH:32][CH:31]=1)[C:16]([NH:40][OH:41])=[O:18]. (3) Given the reactants [Li].[Cl:2][C:3]1[CH:8]=[C:7]([F:9])[CH:6]=[CH:5][C:4]=1[C@H:10]1[C:15]([C:16]([O:18][C@H:19](C)[C:20](OCC)=O)=[O:17])=[C:14]([CH2:26][N:27]2[CH2:32][CH2:31][O:30][CH2:29][CH2:28]2)[NH:13][C:12]([C:33]2[S:34][CH:35]=[CH:36][N:37]=2)=[N:11]1, predict the reaction product. The product is: [Cl:2][C:3]1[CH:8]=[C:7]([F:9])[CH:6]=[CH:5][C:4]=1[C@H:10]1[C:15]([C:16]([O:18][CH2:19][CH3:20])=[O:17])=[C:14]([CH2:26][N:27]2[CH2:28][CH2:29][O:30][CH2:31][CH2:32]2)[NH:13][C:12]([C:33]2[S:34][CH:35]=[CH:36][N:37]=2)=[N:11]1. (4) Given the reactants [CH3:1][O:2][C:3](=[O:16])[CH2:4][N:5]1[C:13]2[C:8](=[CH:9][C:10]([F:14])=[CH:11][CH:12]=2)[CH:7]=[C:6]1[CH3:15].[F:17][C:18]1[CH:23]=[CH:22][C:21]([S:24]([C:27]2[CH:28]=[N:29][CH:30]=[CH:31][C:32]=2[CH:33]=O)(=[O:26])=[O:25])=[CH:20][CH:19]=1, predict the reaction product. The product is: [CH3:1][O:2][C:3](=[O:16])[CH2:4][N:5]1[C:13]2[C:8](=[CH:9][C:10]([F:14])=[CH:11][CH:12]=2)[C:7]([CH2:33][C:32]2[CH:31]=[CH:30][N:29]=[CH:28][C:27]=2[S:24]([C:21]2[CH:22]=[CH:23][C:18]([F:17])=[CH:19][CH:20]=2)(=[O:26])=[O:25])=[C:6]1[CH3:15]. (5) Given the reactants [CH2:1]([OH:3])[CH3:2].[O-2:4].[Mn+2:5], predict the reaction product. The product is: [C:1]([O-:4])(=[O:3])[CH3:2].[Mn+2:5].[C:1]([O-:4])(=[O:3])[CH3:2].